This data is from Reaction yield outcomes from USPTO patents with 853,638 reactions. The task is: Predict the reaction yield, written as a fraction of the theoretical maximum amount of product (1.0 means a 100% yield; for example, 0.34 means a 34% yield). (1) The reactants are [Cl:1][C:2]1[C:3]([F:31])=[C:4]([NH:8][CH:9]([C:11]2[CH:12]=[C:13]([C:28](O)=[O:29])[CH:14]=[C:15]3[C:20]=2[O:19][C:18]([N:21]2[CH2:26][CH2:25][O:24][CH2:23][CH2:22]2)=[CH:17][C:16]3=[O:27])[CH3:10])[CH:5]=[CH:6][CH:7]=1.CN1CCOCC1.[CH3:39][N:40]([CH3:44])[CH2:41][CH2:42][NH2:43]. The catalyst is CN1C(=O)CCC1. The product is [Cl:1][C:2]1[C:3]([F:31])=[C:4]([NH:8][CH:9]([C:11]2[CH:12]=[C:13]([C:28]([NH:43][CH2:42][CH2:41][N:40]([CH3:44])[CH3:39])=[O:29])[CH:14]=[C:15]3[C:20]=2[O:19][C:18]([N:21]2[CH2:26][CH2:25][O:24][CH2:23][CH2:22]2)=[CH:17][C:16]3=[O:27])[CH3:10])[CH:5]=[CH:6][CH:7]=1. The yield is 0.602. (2) The reactants are [CH:1]1([C:4]2[CH:9]=[C:8]([C:10]([F:13])([F:12])[F:11])[CH:7]=[CH:6][C:5]=2B2OC(C)(C)C(C)(C)O2)[CH2:3][CH2:2]1.[Br:23][C:24]1[CH:33]=[C:32]2[C:27]([C:28](Cl)=[N:29][CH:30]=[N:31]2)=[CH:26][CH:25]=1.C(=O)([O-])[O-].[K+].[K+].O. The catalyst is O1CCOCC1.CCOCC. The product is [Br:23][C:24]1[CH:33]=[C:32]2[C:27]([C:28]([C:5]3[CH:6]=[CH:7][C:8]([C:10]([F:11])([F:12])[F:13])=[CH:9][C:4]=3[CH:1]3[CH2:2][CH2:3]3)=[N:29][CH:30]=[N:31]2)=[CH:26][CH:25]=1. The yield is 0.321. (3) The yield is 0.0100. The product is [Cl:52][C:49]1[CH:50]=[CH:51][C:46]([CH2:45][NH:44][C:11]([C:6]2[NH:7][C:8]3[C:4]([CH:5]=2)=[CH:3][C:2]([O:1][CH2:23][CH2:22][N:16]2[CH2:17][CH2:18][O:19][CH2:20][CH2:21]2)=[CH:10][CH:9]=3)=[O:13])=[C:47]([F:63])[C:48]=1[O:53][C:54]1[CH:55]=[C:56]([C:57]#[N:58])[CH:59]=[C:60]([Cl:62])[CH:61]=1. The catalyst is C1COCC1.CO.CN(C=O)C. The reactants are [OH:1][C:2]1[CH:3]=[C:4]2[C:8](=[CH:9][CH:10]=1)[NH:7][C:6]([C:11]([O:13]CC)=O)=[CH:5]2.[N:16]1([CH2:22][CH2:23]O)[CH2:21][CH2:20][O:19][CH2:18][CH2:17]1.C1(P(C2C=CC=CC=2)C2C=CC=CC=2)C=CC=CC=1.[NH2:44][CH2:45][C:46]1[C:47]([F:63])=[C:48]([O:53][C:54]2[CH:55]=[C:56]([CH:59]=[C:60]([Cl:62])[CH:61]=2)[C:57]#[N:58])[C:49]([Cl:52])=[CH:50][CH:51]=1.CN(C(ON1N=NC2C=CC=NC1=2)=[N+](C)C)C.F[P-](F)(F)(F)(F)F.CCN(C(C)C)C(C)C. (4) The reactants are [CH2:1]([N:4]1[CH:9]=[C:8]([C:10]2[CH:15]=[CH:14][C:13]([S:16]([NH:19][C:20]3[C:29]([F:30])=[CH:28][C:23]([C:24]([O:26]C)=[O:25])=[C:22]([F:31])[CH:21]=3)(=[O:18])=[O:17])=[CH:12][CH:11]=2)[CH:7]=[N:6][C:5]1=[O:32])[CH:2]=[CH2:3].[OH-].[Li+].Cl. The catalyst is CO. The product is [CH2:1]([N:4]1[CH:9]=[C:8]([C:10]2[CH:15]=[CH:14][C:13]([S:16]([NH:19][C:20]3[C:29]([F:30])=[CH:28][C:23]([C:24]([OH:26])=[O:25])=[C:22]([F:31])[CH:21]=3)(=[O:18])=[O:17])=[CH:12][CH:11]=2)[CH:7]=[N:6][C:5]1=[O:32])[CH:2]=[CH2:3]. The yield is 0.800. (5) The reactants are C([O:8][C@@H:9]1[C@@H:49]([O:50]CC2C=CC=CC=2)[C@H:48]([O:58][C@H:59]2[O:88][C@H:87]([CH3:89])[C@@H:78]([O:79]CC3C=CC=CC=3)[C@H:69]([O:70]CC3C=CC=CC=3)[C@H:60]2[O:61]CC2C=CC=CC=2)[C@@H:47]([CH2:90][O:91]CC2C=CC=CC=2)[O:46][C@@H:10]1[O:11][C@@H:12]1[C@@H:19]2[C@@H:15]([N:16](C(OCC3C=CC=CC=3)=O)[O:17][CH2:18]2)[C@H:14]([O:30]CC2C=CC=CC=2)[C@@H:13]1[O:38]CC1C=CC=CC=1)C1C=CC=CC=1.Cl. The catalyst is CO.[OH-].[Pd+2].[OH-].[C]. The product is [C@H:59]1([O:58][C@@H:48]2[C@@H:47]([CH2:90][OH:91])[O:46][C@H:10]([O:11][C@@H:12]3[C@@H:19]([CH2:18][OH:17])[C@@H:15]([NH2:16])[C@H:14]([OH:30])[C@H:13]3[OH:38])[C@H:9]([OH:8])[C@H:49]2[OH:50])[O:88][C@H:87]([CH3:89])[C@@H:78]([OH:79])[C@H:69]([OH:70])[C@H:60]1[OH:61]. The yield is 0.260.